From a dataset of Experimentally validated miRNA-target interactions with 360,000+ pairs, plus equal number of negative samples. Binary Classification. Given a miRNA mature sequence and a target amino acid sequence, predict their likelihood of interaction. (1) The miRNA is hsa-miR-7108-5p with sequence GUGUGGCCGGCAGGCGGGUGG. The protein sequence of the target gene is MATLRRLQEAPRHLLVCEKSNFGHDKSRHKHLVETHYHNYRVSFLIPECGLLSKELKSLVMDIGPYYSVKNLPLHELITHEFINTFVKKGSFSALTYNTSIDEDNTVALLPNGKLILSLDKDTYEETGLQGRPSRYSGRKSMKFVISIDLMDLSLNLDSKKYRRISWSFKEKKPLKFDFLLAWHPTGTEESTMMSYFSKYQIQEHQPKVALSTVRELQCPVLRSSGLAGEPEEACSALEFFDWLGAVFCSADLNNEPYNFISTYCCPQPSAVVAQAFLCTITGFILPEKIHVLLEQLCHY.... Result: 0 (no interaction). (2) The miRNA is hsa-miR-32-3p with sequence CAAUUUAGUGUGUGUGAUAUUU. The protein sequence of the target gene is MLLFGLLVAGVADGCDLVPRHLRGRRASGSAGAAASPSAAAAGERQALLTDPCMSLSPPCFTEEDRFSLEALQTIHKQMDDDKDGGIEVDESDEFIREDMKYKDATNKHSHLHREDKHITVEDLWKQWKTSEVHNWTLEDTLQWLIEFVELPQYEKNFRDNNVKGTTLPRIAVHETSFMISQLKISDRSHRQKLQLKALDVVLFGPLTRPPHNWMKDFILTISIVIGVGGCWFAYTQNKTSKEHVAKMMKDLESLQTAEQSLMDLQERLEKAQEENRTVAVEKQNLERKMMDEINYAKEE.... Result: 0 (no interaction). (3) The miRNA is mmu-miR-1956 with sequence AGUCCAGGGCUGAGUCAGCGGA. The protein sequence of the target gene is MPSLPHSHRVMLDSVTHSTFLPNASFCDPLMSWTDLFSNEEYYPAFEHQTACDSYWTSVHPEYWTKRHVWEWLQFCCDQYKLDTNCISFCNFNISGLQLCSMTQEEFVEAAGLCGEYLYFILQNIRTQGYSFFNDAEESKATIKDYADSNCLKTSGIKSQDCHSHSRTSLQSSHLWEFVRDLLLSPEENCGILEWEDREQGIFRVVKSEALAKMWGQRKKNDRMTYEKLSRALRYYYKTGILERVDRRLVYKFGKNAHGWQEDKL. Result: 0 (no interaction). (4) The miRNA is hsa-miR-95-3p with sequence UUCAACGGGUAUUUAUUGAGCA. The protein sequence of the target gene is MELPLSQATLRHTLLLLPALLSSGQGELAPQIDGQTWAERALRENEHHAFTCRVAGGSATPRLAWYLDGQLQEATTSRLLSVGGDAFSGGTSTFTVTAQRSQHELNCSLQDPGSGRPANASVILNVQFKPEIAQVGAKYQEAQGPGLLVVLFALVRANPPANVTWIDQDGPVTVNASDFLVLDAQNYPWLTNHTVQLQLRSLAHNLSVVATNDVGVTSASLPAPGLLATRIEVPLLGIVVAGGLALGTLVGFSTLVACLVCRKEKKTKGPSRRPSLISSDSNNLKLNNVRLPRENMSLPS.... Result: 0 (no interaction). (5) The miRNA is hsa-miR-6817-5p with sequence UCUGCCAUAGGAAGCUUGGAGUGG. The protein sequence of the target gene is MPVGRIECPSSPSFPRDISHECRVCGVTEVGLSAYAKHISGQLHKDNVDAQEREDDGKGEEEEEDYFDKELIQLIKQRKEQSRQDEPSNSNQEINSDDRRPQWRREDRIPYQDRESYSQPAWHHRGPPQRDWKWEKDGFNNTRKNSFPHSLRNGGGPRGRSGWHKGVAGGSSTWFHNHSNSGGGWLSNSGAVDWNHNGTGRNSSWLSEGTGGFSSWHMNNSNGNWKSSVRSTNNWNYSGPGDKFQPGRNRNSNCQMEDMTMLWNKKSNKSNKYSHDRYNWQRQENDKLGTVATYRGPSEG.... Result: 1 (interaction). (6) Result: 0 (no interaction). The miRNA is mmu-miR-511-5p with sequence AUGCCUUUUGCUCUGCACUCA. The protein sequence of the target gene is MDTTRYSKWGGSSEEVPGGPWGRWVHWSRRPLFLALAVLVTTVLWAVILSILLSKASTERAALLDGHDLLRTNASKQTAALGALKEEVGDCHSCCSGTQAQLQTTRAELGEAQAKLMEQESALRELRERVTQGLAEAGRGREDVRTELFRALEAVRLQNNSCEPCPTSWLSFEGSCYFFSVPKTTWAAAQDHCADASAHLVIVGGLDEQGFLTRNTRGRGYWLGLRAVRHLGKVQGYQWVDGVSLSFSHWNQGEPNDAWGRENCVMMLHTGLWNDAPCDSEKDGWICEKRHNC.